This data is from hERG Central: cardiac toxicity at 1µM, 10µM, and general inhibition. The task is: Predict hERG channel inhibition at various concentrations. (1) The compound is Cn1c(SCc2nc(-c3ccc(Cl)cc3)no2)nnc1-c1ccco1. Results: hERG_inhib (hERG inhibition (general)): blocker. (2) The compound is O=C(NCc1cccc(C(F)(F)F)c1)c1cc(-c2ccccc2)nn1CC1CC(c2cccnc2)=NO1. Results: hERG_inhib (hERG inhibition (general)): blocker. (3) The drug is O=C(COc1ccccc1-c1ccccc1)N/N=C/c1cccnc1. Results: hERG_inhib (hERG inhibition (general)): blocker. (4) The molecule is COc1cc(Nc2c3c(nc4ccccc24)CCCC3)cc(OC)c1OC. Results: hERG_inhib (hERG inhibition (general)): blocker. (5) The compound is COc1ccc(N2CCN(CC(O)c3c[nH]c4ccc(OC)cc34)CC2C)cc1. Results: hERG_inhib (hERG inhibition (general)): blocker. (6) The drug is CCOC(=O)C1=C(CN2CCN(C(=O)c3ccco3)CC2)NC(=O)NC1c1ccc(OC)cc1. Results: hERG_inhib (hERG inhibition (general)): blocker. (7) The compound is CN1C(C(=O)NCc2cccc(Br)c2)CC2Cn3c(nc4cc(Cl)c(Cl)cc43)C21. Results: hERG_inhib (hERG inhibition (general)): blocker. (8) The molecule is Cc1cc(NCCCn2ccnc2)n2nc(C)c(-c3ccc(Cl)cc3)c2n1. Results: hERG_inhib (hERG inhibition (general)): blocker. (9) The drug is Cc1cc(=O)oc2ccc(OCC(=O)N(Cc3ccc(F)cc3)Cc3ccco3)cc12. Results: hERG_inhib (hERG inhibition (general)): blocker. (10) The drug is Br.CCCCCCCCCCCCn1ccc(=N)cc1. Results: hERG_inhib (hERG inhibition (general)): blocker.